Dataset: NCI-60 drug combinations with 297,098 pairs across 59 cell lines. Task: Regression. Given two drug SMILES strings and cell line genomic features, predict the synergy score measuring deviation from expected non-interaction effect. (1) Drug 1: C1CCC(C1)C(CC#N)N2C=C(C=N2)C3=C4C=CNC4=NC=N3. Drug 2: CCC(=C(C1=CC=CC=C1)C2=CC=C(C=C2)OCCN(C)C)C3=CC=CC=C3.C(C(=O)O)C(CC(=O)O)(C(=O)O)O. Cell line: SK-OV-3. Synergy scores: CSS=8.93, Synergy_ZIP=-1.88, Synergy_Bliss=4.54, Synergy_Loewe=4.69, Synergy_HSA=4.75. (2) Drug 1: CS(=O)(=O)OCCCCOS(=O)(=O)C. Drug 2: CC(C)CN1C=NC2=C1C3=CC=CC=C3N=C2N. Cell line: RXF 393. Synergy scores: CSS=-1.31, Synergy_ZIP=1.51, Synergy_Bliss=1.25, Synergy_Loewe=-1.84, Synergy_HSA=-1.05.